Dataset: Reaction yield outcomes from USPTO patents with 853,638 reactions. Task: Predict the reaction yield, written as a fraction of the theoretical maximum amount of product (1.0 means a 100% yield; for example, 0.34 means a 34% yield). The reactants are [CH3:1][O:2][C:3](=[O:21])[C:4]([NH:7][C:8]([C:10]1[CH:19]=[CH:18][C:17]2[C:12](=[CH:13][CH:14]=[CH:15][CH:16]=2)[C:11]=1Br)=[O:9])([CH3:6])[CH3:5].[Cl:22][C:23]1[CH:28]=[CH:27][C:26](/[CH:29]=[CH:30]/B(O)O)=[CH:25][CH:24]=1.[F-].[Cs+]. The catalyst is CO.C1C=CC([P]([Pd]([P](C2C=CC=CC=2)(C2C=CC=CC=2)C2C=CC=CC=2)([P](C2C=CC=CC=2)(C2C=CC=CC=2)C2C=CC=CC=2)[P](C2C=CC=CC=2)(C2C=CC=CC=2)C2C=CC=CC=2)(C2C=CC=CC=2)C2C=CC=CC=2)=CC=1. The product is [CH3:1][O:2][C:3](=[O:21])[C:4]([NH:7][C:8]([C:10]1[CH:19]=[CH:18][C:17]2[C:12](=[CH:13][CH:14]=[CH:15][CH:16]=2)[C:11]=1/[CH:30]=[CH:29]/[C:26]1[CH:27]=[CH:28][C:23]([Cl:22])=[CH:24][CH:25]=1)=[O:9])([CH3:6])[CH3:5]. The yield is 0.650.